From a dataset of Catalyst prediction with 721,799 reactions and 888 catalyst types from USPTO. Predict which catalyst facilitates the given reaction. Reactant: C([O:3][C:4](=[O:40])[CH2:5][O:6][C:7]1[CH:12]=[CH:11][C:10]([S:13]([N:16]2[CH2:25][C:24]([CH3:27])([CH3:26])[C:23]3[C:18](=[CH:19][C:20]([C:28]4[CH:33]=[CH:32][C:31]([C:34]([F:37])([F:36])[F:35])=[CH:30][CH:29]=4)=[CH:21][CH:22]=3)[CH:17]2[CH3:38])(=[O:15])=[O:14])=[CH:9][C:8]=1[CH3:39])C.[OH-].[Na+]. Product: [CH3:39][C:8]1[CH:9]=[C:10]([S:13]([N:16]2[CH2:25][C:24]([CH3:27])([CH3:26])[C:23]3[C:18](=[CH:19][C:20]([C:28]4[CH:29]=[CH:30][C:31]([C:34]([F:36])([F:37])[F:35])=[CH:32][CH:33]=4)=[CH:21][CH:22]=3)[CH:17]2[CH3:38])(=[O:14])=[O:15])[CH:11]=[CH:12][C:7]=1[O:6][CH2:5][C:4]([OH:40])=[O:3]. The catalyst class is: 8.